Predict which catalyst facilitates the given reaction. From a dataset of Catalyst prediction with 721,799 reactions and 888 catalyst types from USPTO. Reactant: C[Si](C)(C)[C:3]1[S:4][CH:5]=[CH:6][N:7]=1.C([Li])CCC.[CH2:15]1[O:25][C:18]2([CH2:23][CH2:22][C:21](=[O:24])[CH2:20][CH2:19]2)[O:17][CH2:16]1.O. Product: [S:4]1[C:5]([C:21]2([OH:24])[CH2:22][CH2:23][C:18]3([O:25][CH2:15][CH2:16][O:17]3)[CH2:19][CH2:20]2)=[CH:6][N:7]=[CH:3]1. The catalyst class is: 49.